Dataset: NCI-60 drug combinations with 297,098 pairs across 59 cell lines. Task: Regression. Given two drug SMILES strings and cell line genomic features, predict the synergy score measuring deviation from expected non-interaction effect. (1) Drug 1: CC=C1C(=O)NC(C(=O)OC2CC(=O)NC(C(=O)NC(CSSCCC=C2)C(=O)N1)C(C)C)C(C)C. Drug 2: C1=CC=C(C=C1)NC(=O)CCCCCCC(=O)NO. Cell line: OVCAR-5. Synergy scores: CSS=84.6, Synergy_ZIP=2.70, Synergy_Bliss=3.39, Synergy_Loewe=-26.5, Synergy_HSA=2.39. (2) Drug 1: CN1C(=O)N2C=NC(=C2N=N1)C(=O)N. Drug 2: CC1C(C(CC(O1)OC2CC(CC3=C2C(=C4C(=C3O)C(=O)C5=CC=CC=C5C4=O)O)(C(=O)C)O)N)O. Cell line: NCI-H522. Synergy scores: CSS=43.6, Synergy_ZIP=-1.73, Synergy_Bliss=-0.0248, Synergy_Loewe=-9.83, Synergy_HSA=1.95. (3) Drug 1: C1=NC2=C(N1)C(=S)N=C(N2)N. Drug 2: C1CN(CCN1C(=O)CCBr)C(=O)CCBr. Cell line: SNB-75. Synergy scores: CSS=13.8, Synergy_ZIP=-6.28, Synergy_Bliss=-5.10, Synergy_Loewe=-5.63, Synergy_HSA=-2.57. (4) Drug 1: C1=C(C(=O)NC(=O)N1)N(CCCl)CCCl. Drug 2: CS(=O)(=O)CCNCC1=CC=C(O1)C2=CC3=C(C=C2)N=CN=C3NC4=CC(=C(C=C4)OCC5=CC(=CC=C5)F)Cl. Cell line: A549. Synergy scores: CSS=43.2, Synergy_ZIP=5.17, Synergy_Bliss=6.11, Synergy_Loewe=4.91, Synergy_HSA=7.10. (5) Drug 1: CCC1=CC2CC(C3=C(CN(C2)C1)C4=CC=CC=C4N3)(C5=C(C=C6C(=C5)C78CCN9C7C(C=CC9)(C(C(C8N6C)(C(=O)OC)O)OC(=O)C)CC)OC)C(=O)OC.C(C(C(=O)O)O)(C(=O)O)O. Cell line: MCF7. Synergy scores: CSS=25.1, Synergy_ZIP=2.20, Synergy_Bliss=3.66, Synergy_Loewe=-24.9, Synergy_HSA=2.68. Drug 2: CCCS(=O)(=O)NC1=C(C(=C(C=C1)F)C(=O)C2=CNC3=C2C=C(C=N3)C4=CC=C(C=C4)Cl)F. (6) Drug 1: CC12CCC(CC1=CCC3C2CCC4(C3CC=C4C5=CN=CC=C5)C)O. Drug 2: CC1C(C(CC(O1)OC2CC(CC3=C2C(=C4C(=C3O)C(=O)C5=C(C4=O)C(=CC=C5)OC)O)(C(=O)CO)O)N)O.Cl. Cell line: HOP-92. Synergy scores: CSS=41.2, Synergy_ZIP=-2.30, Synergy_Bliss=-2.35, Synergy_Loewe=-18.9, Synergy_HSA=-1.62. (7) Drug 1: CC1C(C(=O)NC(C(=O)N2CCCC2C(=O)N(CC(=O)N(C(C(=O)O1)C(C)C)C)C)C(C)C)NC(=O)C3=C4C(=C(C=C3)C)OC5=C(C(=O)C(=C(C5=N4)C(=O)NC6C(OC(=O)C(N(C(=O)CN(C(=O)C7CCCN7C(=O)C(NC6=O)C(C)C)C)C)C(C)C)C)N)C. Drug 2: CCN(CC)CCCC(C)NC1=C2C=C(C=CC2=NC3=C1C=CC(=C3)Cl)OC. Cell line: U251. Synergy scores: CSS=37.0, Synergy_ZIP=13.2, Synergy_Bliss=20.2, Synergy_Loewe=-20.4, Synergy_HSA=5.73.